Task: Predict the reactants needed to synthesize the given product.. Dataset: Full USPTO retrosynthesis dataset with 1.9M reactions from patents (1976-2016) (1) Given the product [CH2:26]([O:33][C:34]1[CH:39]=[C:38]([C:2]2[N:11]=[C:10]([N:12]3[CH2:17][CH2:16][O:15][CH2:14][CH2:13]3)[C:9]3[C:4](=[C:5]4[CH:20]=[CH:19][N:18]([CH2:21][CH2:22][N:23]([CH3:25])[CH3:24])[C:6]4=[CH:7][CH:8]=3)[N:3]=2)[CH:37]=[CH:36][CH:35]=1)[C:27]1[CH:32]=[CH:31][CH:30]=[CH:29][CH:28]=1, predict the reactants needed to synthesize it. The reactants are: Cl[C:2]1[N:11]=[C:10]([N:12]2[CH2:17][CH2:16][O:15][CH2:14][CH2:13]2)[C:9]2[C:4](=[C:5]3[CH:20]=[CH:19][N:18]([CH2:21][CH2:22][N:23]([CH3:25])[CH3:24])[C:6]3=[CH:7][CH:8]=2)[N:3]=1.[CH2:26]([O:33][C:34]1[CH:35]=[C:36](B(O)O)[CH:37]=[CH:38][CH:39]=1)[C:27]1[CH:32]=[CH:31][CH:30]=[CH:29][CH:28]=1. (2) Given the product [CH3:1][O:2][C:3](=[O:18])[C@H:4]([CH2:16][OH:17])[N:5]([O:45][Si:19]([C:32]([CH3:35])([CH3:34])[CH3:33])([C:26]1[CH:31]=[CH:30][CH:29]=[CH:28][CH:27]=1)[C:20]1[CH:25]=[CH:24][CH:23]=[CH:22][CH:21]=1)[C:6]([O:8][CH2:9][C:10]1[CH:15]=[CH:14][CH:13]=[CH:12][CH:11]=1)=[O:7], predict the reactants needed to synthesize it. The reactants are: [CH3:1][O:2][C:3](=[O:18])[C@H:4]([CH2:16][OH:17])[NH:5][C:6]([O:8][CH2:9][C:10]1[CH:15]=[CH:14][CH:13]=[CH:12][CH:11]=1)=[O:7].[Si:19](Cl)([C:32]([CH3:35])([CH3:34])[CH3:33])([C:26]1[CH:31]=[CH:30][CH:29]=[CH:28][CH:27]=1)[C:20]1[CH:25]=[CH:24][CH:23]=[CH:22][CH:21]=1.N1C=CN=C1.CN(C)C=[O:45]. (3) Given the product [CH3:19][C:14]1([C:10]2[CH:9]=[C:8]([CH2:7][C:6]([OH:20])=[O:5])[CH:13]=[CH:12][CH:11]=2)[O:18][CH2:17][CH2:16][O:15]1, predict the reactants needed to synthesize it. The reactants are: N#N.C([O:5][C:6](=[O:20])[CH2:7][C:8]1[CH:13]=[CH:12][CH:11]=[C:10]([C:14]2([CH3:19])[O:18][CH2:17][CH2:16][O:15]2)[CH:9]=1)C.[OH-].[Na+].Cl.